From a dataset of Full USPTO retrosynthesis dataset with 1.9M reactions from patents (1976-2016). Predict the reactants needed to synthesize the given product. (1) Given the product [CH2:1]([O:5][CH2:6][CH2:7][O:8][C:9]1[CH:14]=[CH:13][C:12]([C:15]2[CH:20]=[CH:19][C:18]([N:21]([CH2:25][CH:26]([CH3:27])[CH3:28])[CH2:22][CH2:23][CH3:24])=[C:17](/[CH:29]=[CH:30]/[C:31]([NH:55][C:54]3[CH:56]=[CH:57][C:51]([S@:49]([CH2:48][C:47]4[N:43]([CH2:40][CH2:41][CH3:42])[CH:44]=[N:45][CH:46]=4)=[O:50])=[CH:52][CH:53]=3)=[O:32])[CH:16]=2)=[CH:11][CH:10]=1)[CH2:2][CH2:3][CH3:4], predict the reactants needed to synthesize it. The reactants are: [CH2:1]([O:5][CH2:6][CH2:7][O:8][C:9]1[CH:14]=[CH:13][C:12]([C:15]2[CH:20]=[CH:19][C:18]([N:21]([CH2:25][CH:26]([CH3:28])[CH3:27])[CH2:22][CH2:23][CH3:24])=[C:17](/[CH:29]=[CH:30]/[C:31](O)=[O:32])[CH:16]=2)=[CH:11][CH:10]=1)[CH2:2][CH2:3][CH3:4].C(Cl)(=O)C(Cl)=O.[CH2:40]([N:43]1[C:47]([CH2:48][S@@:49]([C:51]2[CH:57]=[CH:56][C:54]([NH2:55])=[CH:53][CH:52]=2)=[O:50])=[CH:46][N:45]=[CH:44]1)[CH2:41][CH3:42].C(N(CC)CC)C. (2) Given the product [F:24][C:14]1[C:13]([CH:11]([C:8]2[N:6]3[N:7]=[C:2]([N:27]4[CH2:32][CH2:31][NH:30][CH2:29][CH2:28]4)[CH:3]=[CH:4][C:5]3=[N:10][CH:9]=2)[CH3:12])=[C:22]([F:23])[CH:21]=[C:20]2[C:15]=1[CH:16]=[CH:17][CH:18]=[N:19]2, predict the reactants needed to synthesize it. The reactants are: Cl[C:2]1[CH:3]=[CH:4][C:5]2[N:6]([C:8]([CH:11]([C:13]3[C:14]([F:24])=[C:15]4[C:20](=[CH:21][C:22]=3[F:23])[N:19]=[CH:18][CH:17]=[CH:16]4)[CH3:12])=[CH:9][N:10]=2)[N:7]=1.[F-].[K+].[NH:27]1[CH2:32][CH2:31][NH:30][CH2:29][CH2:28]1. (3) Given the product [C:11]([C:8]1[C:9]2[S:10][C:2]([C:32]3[CH:37]=[CH:36][N:35]=[CH:34][CH:33]=3)=[CH:3][C:4]=2[C:5]([NH:13][CH:14]2[CH2:19][CH2:18][CH2:17][N:16]([C:20]([O:22][C:23]([CH3:26])([CH3:25])[CH3:24])=[O:21])[CH2:15]2)=[N:6][CH:7]=1)#[N:12], predict the reactants needed to synthesize it. The reactants are: Br[C:2]1[S:10][C:9]2[C:8]([C:11]#[N:12])=[CH:7][N:6]=[C:5]([NH:13][CH:14]3[CH2:19][CH2:18][CH2:17][N:16]([C:20]([O:22][C:23]([CH3:26])([CH3:25])[CH3:24])=[O:21])[CH2:15]3)[C:4]=2[CH:3]=1.C([Sn](CCCC)(CCCC)[C:32]1[CH:37]=[CH:36][N:35]=[CH:34][CH:33]=1)CCC. (4) Given the product [Br:16][C:17]1[C:26]2[C:21](=[CH:22][C:23]([Br:27])=[CH:24][CH:25]=2)[CH:20]=[CH:19][C:18]=1[O:28][C:2]1[C:11]2[C:6](=[CH:7][C:8]([O:14][CH3:15])=[C:9]([O:12][CH3:13])[CH:10]=2)[N:5]=[CH:4][CH:3]=1, predict the reactants needed to synthesize it. The reactants are: Cl[C:2]1[C:11]2[C:6](=[CH:7][C:8]([O:14][CH3:15])=[C:9]([O:12][CH3:13])[CH:10]=2)[N:5]=[CH:4][CH:3]=1.[Br:16][C:17]1[C:26]2[C:21](=[CH:22][C:23]([Br:27])=[CH:24][CH:25]=2)[CH:20]=[CH:19][C:18]=1[OH:28].O. (5) Given the product [O:31]1[CH2:32][CH2:33][N:28]([C:4]2[C:5]3[S:10][C:9]([CH2:11][N:12]4[CH2:13][CH2:14][N:15]([S:18]([C:21]5[CH:26]=[CH:25][CH:24]=[CH:23][C:22]=5[F:27])(=[O:19])=[O:20])[CH2:16][CH2:17]4)=[CH:8][C:6]=3[N:7]=[C:2]([C:38]3[CH:37]=[N:36][C:35]([NH2:34])=[N:40][CH:39]=3)[N:3]=2)[CH2:29][CH2:30]1, predict the reactants needed to synthesize it. The reactants are: Cl[C:2]1[N:3]=[C:4]([N:28]2[CH2:33][CH2:32][O:31][CH2:30][CH2:29]2)[C:5]2[S:10][C:9]([CH2:11][N:12]3[CH2:17][CH2:16][N:15]([S:18]([C:21]4[CH:26]=[CH:25][CH:24]=[CH:23][C:22]=4[F:27])(=[O:20])=[O:19])[CH2:14][CH2:13]3)=[CH:8][C:6]=2[N:7]=1.[NH2:34][C:35]1[N:40]=[CH:39][C:38](B(O)O)=[CH:37][N:36]=1. (6) Given the product [ClH:14].[CH3:31][C:16]1([CH3:15])[O:21][C:20]2[CH:22]=[C:23](/[CH:26]=[CH:27]/[C:28]([N:2]([CH3:1])[CH2:3][C:4]3[O:5][C:6]4[CH:13]=[CH:12][CH:11]=[CH:10][C:7]=4[C:8]=3[CH3:9])=[O:30])[CH:24]=[N:25][C:19]=2[NH:18][CH2:17]1, predict the reactants needed to synthesize it. The reactants are: [CH3:1][NH:2][CH2:3][C:4]1[O:5][C:6]2[CH:13]=[CH:12][CH:11]=[CH:10][C:7]=2[C:8]=1[CH3:9].[ClH:14].[CH3:15][C:16]1([CH3:31])[O:21][C:20]2[CH:22]=[C:23]([CH:26]=[CH:27][C:28]([OH:30])=O)[CH:24]=[N:25][C:19]=2[NH:18][CH2:17]1.ON1C2C=CC=CC=2N=N1.C(N(C(C)C)CC)(C)C.CN(C)CCCN=C=NCC. (7) Given the product [Cl:22][C:11]1[CH:10]=[C:9]2[C:4](=[CH:3][CH:2]=1)[C:5]([CH2:20][CH3:21])([CH3:19])[C:6](=[O:18])[C:7]([C:13]([NH:23][CH2:24][C:25]([O:27][C:28]([CH3:31])([CH3:30])[CH3:29])=[O:26])=[O:14])=[C:8]2[OH:12], predict the reactants needed to synthesize it. The reactants are: Cl[C:2]1[CH:3]=[C:4]2[C:9](=[CH:10][CH:11]=1)[C:8]([OH:12])=[C:7]([C:13](OCC)=[O:14])[C:6](=[O:18])[C:5]2([CH2:20][CH3:21])[CH3:19].[ClH:22].[NH2:23][CH2:24][C:25]([O:27][C:28]([CH3:31])([CH3:30])[CH3:29])=[O:26].C(N(C(C)C)C(C)C)C. (8) Given the product [Cl:1][C:2]1[CH:16]=[CH:15][C:5]([O:6][C:7]2[CH:12]=[CH:11][C:10]([CH2:13][O:14][C:24]3[CH:25]=[C:26]4[N:33]([CH:34]([CH3:36])[CH3:35])[CH2:32][CH2:31][N:27]4[C:28](=[O:30])[N:29]=3)=[CH:9][CH:8]=2)=[CH:4][C:3]=1[C:17]([F:18])([F:19])[F:20], predict the reactants needed to synthesize it. The reactants are: [Cl:1][C:2]1[CH:16]=[CH:15][C:5]([O:6][C:7]2[CH:12]=[CH:11][C:10]([CH2:13][OH:14])=[CH:9][CH:8]=2)=[CH:4][C:3]=1[C:17]([F:20])([F:19])[F:18].[H-].[Na+].Cl[C:24]1[CH:25]=[C:26]2[N:33]([CH:34]([CH3:36])[CH3:35])[CH2:32][CH2:31][N:27]2[C:28](=[O:30])[N:29]=1. (9) Given the product [OH:2][C:3]1[CH:12]=[C:11]2[C:6]([C:7](=[O:24])[C:8]([C:14]3[CH:23]=[CH:22][C:17]([C:18]([OH:20])=[O:19])=[CH:16][CH:15]=3)=[C:9]([CH3:13])[S:10]2)=[CH:5][CH:4]=1, predict the reactants needed to synthesize it. The reactants are: C[O:2][C:3]1[CH:12]=[C:11]2[C:6]([C:7](=[O:24])[C:8]([C:14]3[CH:23]=[CH:22][C:17]([C:18]([O:20]C)=[O:19])=[CH:16][CH:15]=3)=[C:9]([CH3:13])[S:10]2)=[CH:5][CH:4]=1.C([O-])([O-])=O.[K+].[K+].